Dataset: NCI-60 drug combinations with 297,098 pairs across 59 cell lines. Task: Regression. Given two drug SMILES strings and cell line genomic features, predict the synergy score measuring deviation from expected non-interaction effect. (1) Drug 1: COC1=C(C=C2C(=C1)N=CN=C2NC3=CC(=C(C=C3)F)Cl)OCCCN4CCOCC4. Drug 2: COC1=C2C(=CC3=C1OC=C3)C=CC(=O)O2. Cell line: SR. Synergy scores: CSS=35.7, Synergy_ZIP=-0.620, Synergy_Bliss=0.515, Synergy_Loewe=-14.9, Synergy_HSA=0.554. (2) Drug 1: CCCCC(=O)OCC(=O)C1(CC(C2=C(C1)C(=C3C(=C2O)C(=O)C4=C(C3=O)C=CC=C4OC)O)OC5CC(C(C(O5)C)O)NC(=O)C(F)(F)F)O. Drug 2: C#CCC(CC1=CN=C2C(=N1)C(=NC(=N2)N)N)C3=CC=C(C=C3)C(=O)NC(CCC(=O)O)C(=O)O. Cell line: CAKI-1. Synergy scores: CSS=35.1, Synergy_ZIP=4.83, Synergy_Bliss=4.99, Synergy_Loewe=6.09, Synergy_HSA=4.57. (3) Drug 1: CNC(=O)C1=NC=CC(=C1)OC2=CC=C(C=C2)NC(=O)NC3=CC(=C(C=C3)Cl)C(F)(F)F. Drug 2: B(C(CC(C)C)NC(=O)C(CC1=CC=CC=C1)NC(=O)C2=NC=CN=C2)(O)O. Cell line: NCIH23. Synergy scores: CSS=48.6, Synergy_ZIP=11.0, Synergy_Bliss=7.32, Synergy_Loewe=-53.5, Synergy_HSA=-7.28. (4) Drug 1: C1=CN(C(=O)N=C1N)C2C(C(C(O2)CO)O)O.Cl. Drug 2: CCC1(CC2CC(C3=C(CCN(C2)C1)C4=CC=CC=C4N3)(C5=C(C=C6C(=C5)C78CCN9C7C(C=CC9)(C(C(C8N6C)(C(=O)OC)O)OC(=O)C)CC)OC)C(=O)OC)O.OS(=O)(=O)O. Cell line: T-47D. Synergy scores: CSS=1.76, Synergy_ZIP=3.28, Synergy_Bliss=6.90, Synergy_Loewe=1.42, Synergy_HSA=1.53. (5) Drug 1: C1CC(=O)NC(=O)C1N2CC3=C(C2=O)C=CC=C3N. Drug 2: CC12CCC3C(C1CCC2=O)CC(=C)C4=CC(=O)C=CC34C. Cell line: NCIH23. Synergy scores: CSS=27.8, Synergy_ZIP=0.926, Synergy_Bliss=-0.362, Synergy_Loewe=-26.1, Synergy_HSA=0.860. (6) Drug 1: CS(=O)(=O)CCNCC1=CC=C(O1)C2=CC3=C(C=C2)N=CN=C3NC4=CC(=C(C=C4)OCC5=CC(=CC=C5)F)Cl. Drug 2: C1C(C(OC1N2C=NC(=NC2=O)N)CO)O. Cell line: NCI/ADR-RES. Synergy scores: CSS=9.29, Synergy_ZIP=-2.27, Synergy_Bliss=1.26, Synergy_Loewe=1.56, Synergy_HSA=1.46. (7) Drug 1: CC1=CC=C(C=C1)C2=CC(=NN2C3=CC=C(C=C3)S(=O)(=O)N)C(F)(F)F. Drug 2: CCC1=C2CN3C(=CC4=C(C3=O)COC(=O)C4(CC)O)C2=NC5=C1C=C(C=C5)O. Cell line: NCIH23. Synergy scores: CSS=13.8, Synergy_ZIP=-0.187, Synergy_Bliss=7.59, Synergy_Loewe=-17.7, Synergy_HSA=3.08. (8) Drug 1: C1CC(=O)NC(=O)C1N2CC3=C(C2=O)C=CC=C3N. Drug 2: CCC(=C(C1=CC=CC=C1)C2=CC=C(C=C2)OCCN(C)C)C3=CC=CC=C3.C(C(=O)O)C(CC(=O)O)(C(=O)O)O. Cell line: HCT116. Synergy scores: CSS=-3.78, Synergy_ZIP=-1.91, Synergy_Bliss=-5.06, Synergy_Loewe=-5.42, Synergy_HSA=-5.41. (9) Drug 1: C1=C(C(=O)NC(=O)N1)F. Drug 2: CNC(=O)C1=NC=CC(=C1)OC2=CC=C(C=C2)NC(=O)NC3=CC(=C(C=C3)Cl)C(F)(F)F. Cell line: M14. Synergy scores: CSS=45.9, Synergy_ZIP=-2.33, Synergy_Bliss=-1.56, Synergy_Loewe=0.715, Synergy_HSA=1.41. (10) Drug 1: COC1=CC(=CC(=C1O)OC)C2C3C(COC3=O)C(C4=CC5=C(C=C24)OCO5)OC6C(C(C7C(O6)COC(O7)C8=CC=CS8)O)O. Drug 2: C(CC(=O)O)C(=O)CN.Cl. Cell line: PC-3. Synergy scores: CSS=25.3, Synergy_ZIP=-7.45, Synergy_Bliss=-2.83, Synergy_Loewe=-1.15, Synergy_HSA=0.956.